Predict which catalyst facilitates the given reaction. From a dataset of Catalyst prediction with 721,799 reactions and 888 catalyst types from USPTO. (1) Reactant: [C:1]([C:3]1[CH:8]=[C:7]([O:9][CH3:10])[C:6]([O:11][CH2:12][CH2:13][O:14][CH3:15])=[CH:5][C:4]=1[N:16]=[CH:17][N:18](C)C)#[N:2].[Br:21][C:22]1[C:27]([O:28][CH3:29])=[CH:26][C:25](N)=[C:24]([O:31][CH3:32])[CH:23]=1. Product: [Br:21][C:22]1[C:27]([O:28][CH3:29])=[CH:26][C:25]([NH:2][C:1]2[C:3]3[C:4](=[CH:5][C:6]([O:11][CH2:12][CH2:13][O:14][CH3:15])=[C:7]([O:9][CH3:10])[CH:8]=3)[N:16]=[CH:17][N:18]=2)=[C:24]([O:31][CH3:32])[CH:23]=1. The catalyst class is: 52. (2) Reactant: [F:1][C:2]1[CH:10]=[C:9]2[C:5]([C:6]([C:20]3[CH:28]=[C:27]4[C:23]([CH:24]=[N:25][NH:26]4)=[CH:22][CH:21]=3)=[CH:7][N:8]2S(C2C=CC=CC=2)(=O)=O)=[CH:4][CH:3]=1.Br[CH2:30][C:31]([NH2:33])=[O:32].C([O-])([O-])=O.[K+].[K+]. Product: [F:1][C:2]1[CH:10]=[C:9]2[C:5]([C:6]([C:20]3[CH:28]=[C:27]4[C:23]([CH:24]=[N:25][N:26]4[CH2:30][C:31]([NH2:33])=[O:32])=[CH:22][CH:21]=3)=[CH:7][NH:8]2)=[CH:4][CH:3]=1. The catalyst class is: 31. (3) Reactant: [H-].[Na+].[CH2:3]([OH:10])[C:4]1[CH:9]=[CH:8][CH:7]=[CH:6][CH:5]=1.Cl[CH2:12][C:13](=[O:20])[CH2:14][C:15]([O:17][CH2:18][CH3:19])=[O:16]. Product: [CH2:3]([O:10][CH2:12][C:13](=[O:20])[CH2:14][C:15]([O:17][CH2:18][CH3:19])=[O:16])[C:4]1[CH:9]=[CH:8][CH:7]=[CH:6][CH:5]=1. The catalyst class is: 1. (4) Reactant: [CH2:1]([O:3][CH:4]([CH2:10][C:11]1[CH:16]=[CH:15][C:14]([O:17][CH2:18][CH2:19][C:20]2[CH:25]=[CH:24][C:23]([O:26][S:27]([CH3:30])(=[O:29])=[O:28])=[CH:22][CH:21]=2)=[C:13]([O:31][CH3:32])[CH:12]=1)[C:5]([O:7]CC)=[O:6])[CH3:2].[Li+].[OH-]. Product: [CH2:1]([O:3][CH:4]([CH2:10][C:11]1[CH:16]=[CH:15][C:14]([O:17][CH2:18][CH2:19][C:20]2[CH:21]=[CH:22][C:23]([O:26][S:27]([CH3:30])(=[O:29])=[O:28])=[CH:24][CH:25]=2)=[C:13]([O:31][CH3:32])[CH:12]=1)[C:5]([OH:7])=[O:6])[CH3:2]. The catalyst class is: 20. (5) Reactant: [CH:1]1([S:4]([C:7]2[CH:12]=[CH:11][C:10]([CH:13]([CH2:31][CH:32]3[CH2:37][CH2:36][O:35][CH2:34][CH2:33]3)[C:14](=O)[CH2:15][CH2:16][C:17]([C:19]3[S:20][C:21]([CH:24]([OH:29])[C:25]([OH:28])([CH3:27])[CH3:26])=[CH:22][N:23]=3)=O)=[CH:9][CH:8]=2)(=[O:6])=[O:5])[CH2:3][CH2:2]1.C([O-])(=O)C.[NH4+:42].[OH-].[Na+]. Product: [CH:1]1([S:4]([C:7]2[CH:8]=[CH:9][C:10]([CH:13]([C:14]3[NH:42][C:17]([C:19]4[S:20][C:21]([CH:24]([OH:29])[C:25]([CH3:27])([OH:28])[CH3:26])=[CH:22][N:23]=4)=[CH:16][CH:15]=3)[CH2:31][CH:32]3[CH2:37][CH2:36][O:35][CH2:34][CH2:33]3)=[CH:11][CH:12]=2)(=[O:6])=[O:5])[CH2:2][CH2:3]1. The catalyst class is: 15. (6) Reactant: C([N:8]1[CH2:24][CH2:23][C:11]2[N:12]=[CH:13][N:14]=[C:15]([NH:16][C:17]3[CH:22]=[CH:21][CH:20]=[CH:19][CH:18]=3)[C:10]=2[CH2:9]1)C1C=CC=CC=1. Product: [C:17]1([NH:16][C:15]2[C:10]3[CH2:9][NH:8][CH2:24][CH2:23][C:11]=3[N:12]=[CH:13][N:14]=2)[CH:18]=[CH:19][CH:20]=[CH:21][CH:22]=1. The catalyst class is: 293.